This data is from Forward reaction prediction with 1.9M reactions from USPTO patents (1976-2016). The task is: Predict the product of the given reaction. (1) Given the reactants C[O:2][C:3](=[O:14])[C:4]1[CH:9]=[CH:8][C:7]([C:10](=[NH:13])[NH:11][OH:12])=[CH:6][CH:5]=1.C1N=CN([C:20](N2C=NC=C2)=[O:21])C=1, predict the reaction product. The product is: [O:21]=[C:20]1[O:12][N:11]=[C:10]([C:7]2[CH:8]=[CH:9][C:4]([C:3]([OH:2])=[O:14])=[CH:5][CH:6]=2)[NH:13]1. (2) Given the reactants CO[C:3](=[O:21])[C:4]([OH:20])=[CH:5][C:6](=[O:19])[N:7]([O:17][CH3:18])[CH2:8][C:9]1[CH:14]=[CH:13][C:12]([O:15][CH3:16])=[CH:11][CH:10]=1.C=O.CN.ClC1C=C(C=CC=1Cl)[CH2:30][N:31](C)[C:32](C1CN(C)C(=O)C=1O)=O, predict the reaction product. The product is: [CH3:18][O:17][N:7]([CH2:8][C:9]1[CH:10]=[CH:11][C:12]([O:15][CH3:16])=[CH:13][CH:14]=1)[C:6]([C:5]1[CH2:30][N:31]([CH3:32])[C:3](=[O:21])[C:4]=1[OH:20])=[O:19].